From a dataset of Reaction yield outcomes from USPTO patents with 853,638 reactions. Predict the reaction yield, written as a fraction of the theoretical maximum amount of product (1.0 means a 100% yield; for example, 0.34 means a 34% yield). (1) The reactants are C(N(CC)CC)C.O=C1CCC(=O)N1[O:15][C:16](=O)[CH2:17][C:18]#[N:19].[NH:21]1[CH2:26][CH2:25][CH2:24][C@@H:23]([NH:27][C:28]2[CH:33]=[CH:32][N:31]=[C:30]([NH:34][C:35]3[C:36](=[O:41])[NH:37][CH:38]=[CH:39][CH:40]=3)[N:29]=2)[CH2:22]1. The catalyst is ClCCl. The product is [O:15]=[C:16]([N:21]1[CH2:26][CH2:25][CH2:24][C@@H:23]([NH:27][C:28]2[CH:33]=[CH:32][N:31]=[C:30]([NH:34][C:35]3[C:36](=[O:41])[NH:37][CH:38]=[CH:39][CH:40]=3)[N:29]=2)[CH2:22]1)[CH2:17][C:18]#[N:19]. The yield is 0.120. (2) The reactants are C1COCC1.[F:6][C:7]1[CH:12]=[C:11]([O:13][CH3:14])[CH:10]=[C:9]([F:15])[CH:8]=1.C([Li])CCC.[F:21][C:22]([F:27])([F:26])[C:23]([CH3:25])=[O:24]. The catalyst is CCCCCC. The product is [F:6][C:7]1[CH:12]=[C:11]([O:13][CH3:14])[CH:10]=[C:9]([F:15])[C:8]=1[C:23]([OH:24])([CH3:25])[C:22]([F:27])([F:26])[F:21]. The yield is 0.780.